From a dataset of Forward reaction prediction with 1.9M reactions from USPTO patents (1976-2016). Predict the product of the given reaction. (1) Given the reactants C(OC([N:8]1[CH2:13][CH2:12][C:11]2[N:14]([CH3:44])[C:15]([C:37]3[CH:42]=[CH:41][N:40]=[C:39]([NH2:43])[N:38]=3)=[C:16]([C:17]3[CH:22]=[CH:21][CH:20]=[C:19]([NH:23][C:24]([NH:26][C:27]4[CH:32]=[CH:31][C:30]([C:33]([F:36])([F:35])[F:34])=[CH:29][CH:28]=4)=[O:25])[CH:18]=3)[C:10]=2[C:9]1=[O:45])=O)(C)(C)C, predict the reaction product. The product is: [NH2:43][C:39]1[N:38]=[C:37]([C:15]2[N:14]([CH3:44])[C:11]3[CH2:12][CH2:13][NH:8][C:9](=[O:45])[C:10]=3[C:16]=2[C:17]2[CH:18]=[C:19]([NH:23][C:24]([NH:26][C:27]3[CH:28]=[CH:29][C:30]([C:33]([F:34])([F:35])[F:36])=[CH:31][CH:32]=3)=[O:25])[CH:20]=[CH:21][CH:22]=2)[CH:42]=[CH:41][N:40]=1. (2) Given the reactants [Br:1][C:2]1[CH:7]=[CH:6][CH:5]=[C:4]([Br:8])[N+:3]=1[O-:9].[N+:10]([O-])([OH:12])=[O:11].N, predict the reaction product. The product is: [Br:1][C:2]1[CH:7]=[C:6]([N+:10]([O-:12])=[O:11])[CH:5]=[C:4]([Br:8])[N+:3]=1[O-:9]. (3) Given the reactants [NH2:1][C:2]1[CH:7]=[CH:6][C:5]([N:8]2[C:14](=[O:15])[CH2:13][C:12](=[O:16])[NH:11][C:10]3[C:17]4[C:22]([CH:23]=[CH:24][C:9]2=3)=[CH:21][CH:20]=[CH:19][CH:18]=4)=[CH:4][CH:3]=1.[I:25][C:26]1[CH:34]=[CH:33][C:29]([C:30](Cl)=[O:31])=[C:28]([O:35][CH3:36])[CH:27]=1.IC1C=CC=CC=1C(NCCN1C(=O)CC(=O)NC2C3C(C=CC1=2)=CC=CC=3)=O, predict the reaction product. The product is: [I:25][C:26]1[CH:34]=[CH:33][C:29]([C:30]([NH:1][C:2]2[CH:7]=[CH:6][C:5]([N:8]3[C:14](=[O:15])[CH2:13][C:12](=[O:16])[NH:11][C:10]4[C:17]5[C:22]([CH:23]=[CH:24][C:9]3=4)=[CH:21][CH:20]=[CH:19][CH:18]=5)=[CH:4][CH:3]=2)=[O:31])=[C:28]([O:35][CH3:36])[CH:27]=1. (4) Given the reactants [CH3:1][C:2]1[CH:3]=[CH:4][C:5]([C:8]2[N:12]([C:13]3[CH:14]=[CH:15][C:16]([S:19]([NH2:22])(=[O:21])=[O:20])=[CH:17][CH:18]=3)[N:11]=[C:10]([C:23]([F:26])([F:25])[F:24])[CH:9]=2)=[CH:6][CH:7]=1.CCN(CC)CC.[Br:34][CH2:35][C:36](Br)=[O:37].[NH4+].[Cl-], predict the reaction product. The product is: [Br:34][CH2:35][C:36]([NH:22][S:19]([C:16]1[CH:15]=[CH:14][C:13]([N:12]2[C:8]([C:5]3[CH:6]=[CH:7][C:2]([CH3:1])=[CH:3][CH:4]=3)=[CH:9][C:10]([C:23]([F:24])([F:26])[F:25])=[N:11]2)=[CH:18][CH:17]=1)(=[O:21])=[O:20])=[O:37]. (5) Given the reactants [OH:1][CH2:2][CH:3]1[CH:8]([CH3:9])[CH2:7][CH2:6][N:5]([C:10]([O:12][C:13]([CH3:16])([CH3:15])[CH3:14])=[O:11])[CH2:4]1.CC(OI1(OC(C)=O)(OC(C)=O)OC(=O)C2C=CC=CC1=2)=O, predict the reaction product. The product is: [CH:2]([CH:3]1[CH:8]([CH3:9])[CH2:7][CH2:6][N:5]([C:10]([O:12][C:13]([CH3:14])([CH3:16])[CH3:15])=[O:11])[CH2:4]1)=[O:1]. (6) Given the reactants [CH2:1]([O:3][C:4]([C:6]1([C:15]([O:17][CH2:18][CH3:19])=[O:16])[CH2:10][CH2:9][CH:8]([NH:11][CH:12]2[CH2:14][CH2:13]2)[CH2:7]1)=[O:5])[CH3:2].[F:20][C:21]1[CH:26]=[C:25]([CH2:27]OS(C)(=O)=O)[CH:24]=[CH:23][C:22]=1[C:33]1[CH:38]=[CH:37][C:36]([CH2:39][CH2:40][CH2:41][CH2:42][CH2:43][CH2:44][CH3:45])=[CH:35][CH:34]=1.C(N(CC)C(C)C)(C)C, predict the reaction product. The product is: [CH2:18]([O:17][C:15]([C:6]1([C:4]([O:3][CH2:1][CH3:2])=[O:5])[CH2:10][CH2:9][CH:8]([N:11]([CH:12]2[CH2:13][CH2:14]2)[CH2:27][C:25]2[CH:24]=[CH:23][C:22]([C:33]3[CH:38]=[CH:37][C:36]([CH2:39][CH2:40][CH2:41][CH2:42][CH2:43][CH2:44][CH3:45])=[CH:35][CH:34]=3)=[C:21]([F:20])[CH:26]=2)[CH2:7]1)=[O:16])[CH3:19]. (7) Given the reactants [CH:1]1([NH:6][C:7]2[N:12]3[N:13]=[C:14]([C:28]4[CH:33]=[CH:32][C:31]([F:34])=[CH:30][CH:29]=4)[C:15]([C:16]4[CH:21]=[CH:20][N:19]=[C:18]([NH:22][CH:23]5[CH2:27][CH2:26][CH2:25][CH2:24]5)[N:17]=4)=[C:11]3[CH:10]=[CH:9][C:8]=2[C:35](OCC)=[O:36])[CH2:5][CH2:4][CH2:3][CH2:2]1.[H-].C([Al+]CC(C)C)C(C)C.CCOCC.[C@H](O)(C([O-])=O)[C@@H](O)C([O-])=O.[Na+].[K+], predict the reaction product. The product is: [CH:1]1([NH:6][C:7]2[N:12]3[N:13]=[C:14]([C:28]4[CH:29]=[CH:30][C:31]([F:34])=[CH:32][CH:33]=4)[C:15]([C:16]4[CH:21]=[CH:20][N:19]=[C:18]([NH:22][CH:23]5[CH2:24][CH2:25][CH2:26][CH2:27]5)[N:17]=4)=[C:11]3[CH:10]=[CH:9][C:8]=2[CH2:35][OH:36])[CH2:2][CH2:3][CH2:4][CH2:5]1.